Task: Predict the reaction yield, written as a fraction of the theoretical maximum amount of product (1.0 means a 100% yield; for example, 0.34 means a 34% yield).. Dataset: Reaction yield outcomes from USPTO patents with 853,638 reactions (1) The reactants are B.C1COCC1.[Cl:7][C:8]1[CH:18]=[CH:17][C:16]([N+:19]([O-:21])=[O:20])=[CH:15][C:9]=1[C:10]([N:12]([CH3:14])[CH3:13])=O. The catalyst is O. The product is [Cl:7][C:8]1[CH:18]=[CH:17][C:16]([N+:19]([O-:21])=[O:20])=[CH:15][C:9]=1[CH2:10][N:12]([CH3:14])[CH3:13]. The yield is 0.840. (2) The reactants are [Cl:1][C:2]1[C:3]([CH:14]([S:23]([C:26]2[CH:31]=[CH:30][C:29]([Cl:32])=[CH:28][CH:27]=2)(=[O:25])=[O:24])[C:15]2[CH:20]=[C:19]([F:21])[CH:18]=[CH:17][C:16]=2[F:22])=[CH:4][C:5]([CH2:8][CH2:9][C:10]([O:12]C)=[O:11])=[N:6][CH:7]=1.[OH-].[Na+].Cl.C(OCC)(=O)C. The catalyst is CO.O1CCCC1. The product is [Cl:1][C:2]1[C:3]([CH:14]([S:23]([C:26]2[CH:27]=[CH:28][C:29]([Cl:32])=[CH:30][CH:31]=2)(=[O:24])=[O:25])[C:15]2[CH:20]=[C:19]([F:21])[CH:18]=[CH:17][C:16]=2[F:22])=[CH:4][C:5]([CH2:8][CH2:9][C:10]([OH:12])=[O:11])=[N:6][CH:7]=1. The yield is 0.830. (3) The reactants are Cl[CH2:2][C:3]([N:5]([CH:17]1[CH:24]2[CH2:25][CH:20]3[CH2:21][CH:22]([CH2:26][CH:18]1[CH2:19]3)[CH2:23]2)[NH:6][C:7]([O:9][CH2:10][C:11]1[CH:16]=[CH:15][CH:14]=[CH:13][CH:12]=1)=[O:8])=[O:4].CC(C)([O-])C.[K+].[Cl-].[NH4+]. The catalyst is O1CCCC1. The product is [CH:18]12[CH2:26][CH:22]3[CH2:21][CH:20]([CH2:25][CH:24]([CH2:23]3)[CH:17]1[N:5]1[C:3](=[O:4])[CH2:2][N:6]1[C:7]([O:9][CH2:10][C:11]1[CH:16]=[CH:15][CH:14]=[CH:13][CH:12]=1)=[O:8])[CH2:19]2. The yield is 0.704. (4) The reactants are [NH2:1][C:2]1[CH:7]=[CH:6][N:5]=[CH:4][CH:3]=1.[Li+].C[Si]([N-][Si](C)(C)C)(C)C.[CH:18]1([CH2:21][C:22](=[O:33])[CH2:23][C:24]2[CH:29]=[CH:28][N:27]=[C:26](S(C)=O)[N:25]=2)[CH2:20][CH2:19]1. The catalyst is C1COCC1. The product is [CH:18]1([CH2:21][C:22](=[O:33])[CH2:23][C:24]2[CH:29]=[CH:28][N:27]=[C:26]([NH:1][C:2]3[CH:7]=[CH:6][N:5]=[CH:4][CH:3]=3)[N:25]=2)[CH2:19][CH2:20]1. The yield is 0.860. (5) The reactants are CC1C=CC(S(O[CH2:12][CH:13]2[CH2:17][C:16]3[C:18]([F:30])=[C:19]([F:29])[CH:20]=[C:21]([C:22]4[CH:27]=[CH:26][CH:25]=[CH:24][C:23]=4[CH3:28])[C:15]=3[O:14]2)(=O)=O)=CC=1.[N-:31]=[N+:32]=[N-:33].[Na+]. No catalyst specified. The product is [F:30][C:18]1[C:16]2[CH2:17][CH:13]([CH2:12][N:31]=[N+:32]=[N-:33])[O:14][C:15]=2[C:21]([C:22]2[CH:27]=[CH:26][CH:25]=[CH:24][C:23]=2[CH3:28])=[CH:20][C:19]=1[F:29]. The yield is 0.900. (6) The reactants are [F:1][C:2]1[C:11]2[CH2:10][N:9]([C@H:12]([CH:20]([CH3:22])[CH3:21])[C:13]([O:15]C(C)(C)C)=[O:14])[C:8](=[O:23])[C:7]3=[CH:24][NH:25][C:5]([C:6]=23)=[N:4][CH:3]=1. The catalyst is C(Cl)Cl.C(O)(C(F)(F)F)=O. The product is [F:1][C:2]1[C:11]2[CH2:10][N:9]([C@H:12]([CH:20]([CH3:21])[CH3:22])[C:13]([OH:15])=[O:14])[C:8](=[O:23])[C:7]3=[CH:24][NH:25][C:5]([C:6]=23)=[N:4][CH:3]=1. The yield is 0.591. (7) The reactants are [N:1]1([CH2:6][C:7]2[CH:12]=[CH:11][N:10]=[CH:9][C:8]=2[NH:13]C(=O)OC(C)(C)C)[CH2:5][CH2:4][CH2:3][CH2:2]1.FC(F)(F)C(O)=O. The catalyst is C(Cl)Cl. The product is [N:1]1([CH2:6][C:7]2[CH:12]=[CH:11][N:10]=[CH:9][C:8]=2[NH2:13])[CH2:5][CH2:4][CH2:3][CH2:2]1. The yield is 0.900.